From a dataset of Reaction yield outcomes from USPTO patents with 853,638 reactions. Predict the reaction yield, written as a fraction of the theoretical maximum amount of product (1.0 means a 100% yield; for example, 0.34 means a 34% yield). (1) The reactants are C(N(CC)CC)C.[CH2:8]([N:10]=[C:11]=[O:12])[CH3:9].[CH2:13]([O:15][C:16]1[CH:17]=[C:18]([O:25][C:26]2[CH:30]=[C:29]([CH3:31])[NH:28][N:27]=2)[CH:19]=[CH:20][C:21]=1[N+:22]([O-:24])=[O:23])[CH3:14].Cl. The catalyst is C(OCC)(=O)C. The product is [CH2:8]([NH:10][C:11]([N:28]1[C:29]([CH3:31])=[CH:30][C:26]([O:25][C:18]2[CH:19]=[CH:20][C:21]([N+:22]([O-:24])=[O:23])=[C:16]([O:15][CH2:13][CH3:14])[CH:17]=2)=[N:27]1)=[O:12])[CH3:9]. The yield is 0.618. (2) The reactants are O[N:2]=[C:3]1[C:9]2[CH:10]=[CH:11][CH2:12][CH2:13][C:8]=2[CH2:7][CH2:6][N:5]([CH3:14])[C:4]1=[O:15].C(O)C.[OH-].[Na+]. The catalyst is ClCCl. The product is [NH2:2][CH:3]1[C:9]2[CH:10]=[CH:11][CH2:12][CH2:13][C:8]=2[CH2:7][CH2:6][N:5]([CH3:14])[C:4]1=[O:15]. The yield is 0.819. (3) The reactants are C1C=CC(P(C2C=CC=CC=2)C2C=CC=CC=2)=CC=1.[CH3:20][O:21][C:22](=[O:64])[C:23]1[CH:28]=[CH:27][C:26]([O:29][CH2:30][CH2:31][C:32]2[C:40]3[C:35](=[CH:36][CH:37]=[C:38]([Cl:41])[CH:39]=3)[N:34]([CH:42]([C:49]3[CH:54]=[CH:53][CH:52]=[CH:51][CH:50]=3)[C:43]3[CH:48]=[CH:47][CH:46]=[CH:45][CH:44]=3)[C:33]=2[CH2:55][CH2:56][N:57]=[N+]=[N-])=[CH:25][C:24]=1[O:60][CH:61]([CH3:63])[CH3:62].O. The catalyst is C1COCC1. The product is [CH3:20][O:21][C:22](=[O:64])[C:23]1[CH:28]=[CH:27][C:26]([O:29][CH2:30][CH2:31][C:32]2[C:40]3[C:35](=[CH:36][CH:37]=[C:38]([Cl:41])[CH:39]=3)[N:34]([CH:42]([C:43]3[CH:44]=[CH:45][CH:46]=[CH:47][CH:48]=3)[C:49]3[CH:54]=[CH:53][CH:52]=[CH:51][CH:50]=3)[C:33]=2[CH2:55][CH2:56][NH2:57])=[CH:25][C:24]=1[O:60][CH:61]([CH3:62])[CH3:63]. The yield is 0.210. (4) The reactants are COC(=O)[C@H](C)N([C:13]1[CH:18]=[C:17]([F:19])[CH:16]=[C:15]([F:20])[CH:14]=1)C(OC(C)(C)C)=O.C(N(CCC)C(C1C=C(C=CC=1)[C:32]([NH:34][C@@H:35]([CH2:54]C1C=CC=CC=1)[CH2:36][NH:37][C@H:38]([C:40]([NH:42][C@H:43]([C:47]([NH:49][CH2:50][CH:51]([CH3:53])[CH3:52])=[O:48])[CH:44]([CH3:46])[CH3:45])=[O:41])[CH3:39])=[O:33])=O)CC.C(O[BH-](OC(=O)C)OC(=O)C)(=[O:69])C.[Na+].C1COCC1.[C:86]1([CH3:92])[CH:91]=CC=C[CH:87]=1. The catalyst is C(O)(=O)C.CO. The product is [C:86]([O:69][C:32]([NH:34][C@@H:35]([CH2:54][C:13]1[CH:14]=[C:15]([F:20])[CH:16]=[C:17]([F:19])[CH:18]=1)[CH2:36][NH:37][C@H:38]([C:40]([NH:42][C@H:43]([C:47]([NH:49][CH2:50][CH:51]([CH3:52])[CH3:53])=[O:48])[CH:44]([CH3:45])[CH3:46])=[O:41])[CH3:39])=[O:33])([CH3:92])([CH3:91])[CH3:87]. The yield is 0.340. (5) The reactants are [F:1][C:2]1[CH:3]=[C:4]([C:28]2[C:29](=[O:42])[N:30]([CH3:41])[C:31]([NH:34][C:35]3[CH:40]=[CH:39][CH:38]=[CH:37][CH:36]=3)=[N:32][CH:33]=2)[CH:5]=[CH:6][C:7]=1[O:8][C:9]1[CH:14]=[CH:13][N:12]=[C:11]2[N:15](CC3C=CC(OC)=CC=3)[N:16]=[C:17]([CH3:18])[C:10]=12. The catalyst is FC(F)(F)C(O)=O. The product is [F:1][C:2]1[CH:3]=[C:4]([C:28]2[C:29](=[O:42])[N:30]([CH3:41])[C:31]([NH:34][C:35]3[CH:36]=[CH:37][CH:38]=[CH:39][CH:40]=3)=[N:32][CH:33]=2)[CH:5]=[CH:6][C:7]=1[O:8][C:9]1[CH:14]=[CH:13][N:12]=[C:11]2[NH:15][N:16]=[C:17]([CH3:18])[C:10]=12. The yield is 0.150. (6) The reactants are [CH:1]1([C:4]2[O:5][CH:6]=[N:7][N:8]=2)[CH2:3][CH2:2]1.[Li]CCCC.[Mg+2].[Br-].[Br-].O(CC)CC.[C:22]([O:26][C:27](=[O:34])[NH:28][CH:29]([CH:32]=[O:33])[CH2:30][CH3:31])([CH3:25])([CH3:24])[CH3:23]. The catalyst is C1COCC1. The product is [C:22]([O:26][C:27](=[O:34])[NH:28][CH:29]([CH:32]([C:6]1[O:5][C:4]([CH:1]2[CH2:3][CH2:2]2)=[N:8][N:7]=1)[OH:33])[CH2:30][CH3:31])([CH3:23])([CH3:24])[CH3:25]. The yield is 0.490. (7) The reactants are [CH3:1][C:2]1[CH:7]=[C:6]([C:8]([F:17])([C:13]([F:16])([F:15])[F:14])[C:9]([F:12])([F:11])[F:10])[CH:5]=[C:4]([CH3:18])[C:3]=1[NH:19][C:20](=[O:31])[C:21]1[CH:26]=[CH:25][C:24](F)=[C:23]([N+:28]([O-:30])=[O:29])[CH:22]=1.[C-:32]#[N:33].[Na+].O. The catalyst is CN(C)C=O. The product is [C:32]([C:24]1[CH:25]=[CH:26][C:21]([C:20]([NH:19][C:3]2[C:2]([CH3:1])=[CH:7][C:6]([C:8]([F:17])([C:13]([F:15])([F:16])[F:14])[C:9]([F:12])([F:10])[F:11])=[CH:5][C:4]=2[CH3:18])=[O:31])=[CH:22][C:23]=1[N+:28]([O-:30])=[O:29])#[N:33]. The yield is 0.490. (8) The reactants are [C:1]([O:5][C:6]([N:8]1[CH2:11][CH:10]([N+:12]([O-])([CH2:14][CH2:15][N:16]2[C:21]3[N:22]=[C:23]([NH:26][CH3:27])[N:24]=[CH:25][C:20]=3[CH:19]=[C:18]([C:28]3[C:33]([Cl:34])=[C:32]([O:35][CH2:36]C)[CH:31]=[C:30]([O:38][CH2:39]C)[C:29]=3[Cl:41])[C:17]2=[O:42])[CH3:13])[CH2:9]1)=[O:7])([CH3:4])([CH3:3])[CH3:2].[NH4+].[Cl-]. The catalyst is CO.[Zn]. The product is [Cl:34][C:33]1[C:32]([O:35][CH3:36])=[CH:31][C:30]([O:38][CH3:39])=[C:29]([Cl:41])[C:28]=1[C:18]1[C:17](=[O:42])[N:16]([CH2:15][CH2:14][N:12]([CH3:13])[CH:10]2[CH2:11][N:8]([C:6]([O:5][C:1]([CH3:3])([CH3:2])[CH3:4])=[O:7])[CH2:9]2)[C:21]2[N:22]=[C:23]([NH:26][CH3:27])[N:24]=[CH:25][C:20]=2[CH:19]=1. The yield is 0.930. (9) The reactants are BrC1C=CC(C([O:8][C@@H:9]2[C:13]3[N:14]=[CH:15][N:16]=[C:17]([N:18]4[CH2:23][CH2:22][N:21]([C:24]([O:26][C:27]([CH3:30])([CH3:29])[CH3:28])=[O:25])[CH2:20][CH2:19]4)[C:12]=3[C@H:11]([CH3:31])[CH2:10]2)=O)=CC=1.O.O.[OH-].[Li+]. The catalyst is C1COCC1. The product is [OH:8][C@@H:9]1[C:13]2[N:14]=[CH:15][N:16]=[C:17]([N:18]3[CH2:23][CH2:22][N:21]([C:24]([O:26][C:27]([CH3:30])([CH3:29])[CH3:28])=[O:25])[CH2:20][CH2:19]3)[C:12]=2[C@H:11]([CH3:31])[CH2:10]1. The yield is 1.00. (10) The reactants are [Cl:1][C:2]1[CH:7]=[C:6]([Cl:8])[CH:5]=[CH:4][C:3]=1[N:9]1[C:13]([C:14]2[CH:19]=[CH:18][C:17]([OH:20])=[CH:16][CH:15]=2)=[C:12]([CH3:21])[C:11]([C:22]([O:24][CH2:25][CH3:26])=[O:23])=[N:10]1.[F:27][CH2:28][CH2:29][CH2:30]O.C1(P(C2C=CC=CC=2)C2C=CC=CC=2)C=CC=CC=1.N(C(OC(C)(C)C)=O)=NC(OC(C)(C)C)=O.FC(F)(F)C(O)=O. The catalyst is C1COCC1.CCOC(C)=O. The product is [Cl:1][C:2]1[CH:7]=[C:6]([Cl:8])[CH:5]=[CH:4][C:3]=1[N:9]1[C:13]([C:14]2[CH:19]=[CH:18][C:17]([O:20][CH2:30][CH2:29][CH2:28][F:27])=[CH:16][CH:15]=2)=[C:12]([CH3:21])[C:11]([C:22]([O:24][CH2:25][CH3:26])=[O:23])=[N:10]1. The yield is 0.890.